Dataset: Retrosynthesis with 50K atom-mapped reactions and 10 reaction types from USPTO. Task: Predict the reactants needed to synthesize the given product. (1) Given the product CC(C)OC(=O)Nc1ccc(C2=NNC(=O)CC2C)cc1, predict the reactants needed to synthesize it. The reactants are: CC(C)OC(=O)Cl.CC1CC(=O)NN=C1c1ccc(N)cc1. (2) Given the product CC(C)(C)NS(=O)(=O)c1ccc(Br)cc1, predict the reactants needed to synthesize it. The reactants are: CC(C)(C)N.O=S(=O)(Cl)c1ccc(Br)cc1.